From a dataset of Reaction yield outcomes from USPTO patents with 853,638 reactions. Predict the reaction yield, written as a fraction of the theoretical maximum amount of product (1.0 means a 100% yield; for example, 0.34 means a 34% yield). (1) The reactants are O[C:2]1([CH2:13][C:14]([N:16]([CH3:18])[CH3:17])=[O:15])[C:10]2[C:5](=[CH:6][CH:7]=[C:8]([I:11])[CH:9]=2)[NH:4][C:3]1=O.B(F)(F)F.CCOCC. The catalyst is COCCOC. The product is [I:11][C:8]1[CH:9]=[C:10]2[C:5](=[CH:6][CH:7]=1)[NH:4][CH:3]=[C:2]2[CH2:13][C:14]([N:16]([CH3:17])[CH3:18])=[O:15]. The yield is 0.750. (2) The reactants are C1(P(C2C=CC=CC=2)C2C=CC=CC=2)C=CC=CC=1.BrN1C(=O)CCC1=O.[CH:28]1([CH2:33][CH:34]([C:38]2[CH:43]=[CH:42][C:41]([C:44]3[CH:45]=[N:46][CH:47]=[CH:48][CH:49]=3)=[CH:40][CH:39]=2)[C:35]([OH:37])=O)[CH2:32][CH2:31][CH2:30][CH2:29]1.[NH2:50][C:51]1[S:52][CH:53]=[CH:54][N:55]=1. The catalyst is C(Cl)Cl. The product is [CH:28]1([CH2:33][CH:34]([C:38]2[CH:43]=[CH:42][C:41]([C:44]3[CH:45]=[N:46][CH:47]=[CH:48][CH:49]=3)=[CH:40][CH:39]=2)[C:35]([NH:50][C:51]2[S:52][CH:53]=[CH:54][N:55]=2)=[O:37])[CH2:32][CH2:31][CH2:30][CH2:29]1. The yield is 0.0800. (3) The yield is 0.880. The catalyst is C(Cl)Cl. The reactants are [CH3:1][C:2]1[C:3]([CH:7]([OH:9])[CH3:8])=[CH:4][S:5][CH:6]=1.[Cr](Cl)([O-])(=O)=O.[NH+]1C=CC=CC=1. The product is [CH3:1][C:2]1[C:3]([C:7](=[O:9])[CH3:8])=[CH:4][S:5][CH:6]=1. (4) The reactants are [C:9](O[C:9]([O:11][C:12]([CH3:15])([CH3:14])[CH3:13])=[O:10])([O:11][C:12]([CH3:15])([CH3:14])[CH3:13])=[O:10].[NH2:16][C:17]1[CH:26]=[CH:25][C:20]([C:21]([O:23][CH3:24])=[O:22])=[CH:19][N:18]=1. The catalyst is CN(C)C1C=CN=CC=1.C(#N)C. The product is [C:12]([O:11][C:9]([NH:16][C:17]1[CH:26]=[CH:25][C:20]([C:21]([O:23][CH3:24])=[O:22])=[CH:19][N:18]=1)=[O:10])([CH3:13])([CH3:14])[CH3:15]. The yield is 0.600.